This data is from Full USPTO retrosynthesis dataset with 1.9M reactions from patents (1976-2016). The task is: Predict the reactants needed to synthesize the given product. Given the product [Cl:12][C:13]1[C:22]2[C:17](=[C:18]([CH3:25])[C:19]([O:23][CH3:24])=[CH:20][CH:21]=2)[N+:16]([O-:9])=[CH:15][CH:14]=1, predict the reactants needed to synthesize it. The reactants are: ClC1C=CC=C(C(OO)=[O:9])C=1.[Cl:12][C:13]1[C:22]2[C:17](=[C:18]([CH3:25])[C:19]([O:23][CH3:24])=[CH:20][CH:21]=2)[N:16]=[CH:15][CH:14]=1.